From a dataset of Reaction yield outcomes from USPTO patents with 853,638 reactions. Predict the reaction yield, written as a fraction of the theoretical maximum amount of product (1.0 means a 100% yield; for example, 0.34 means a 34% yield). (1) The reactants are [F:1][C:2]1[CH:9]=[CH:8][C:5]([CH:6]=O)=[CH:4][CH:3]=1.C([O-])(=O)C.[Na+].C([BH3-])#N.[Na+].Cl.[CH2:20]([O:22][C:23](=[O:30])[CH2:24][CH:25]([NH2:29])[CH:26]1[CH2:28][CH2:27]1)[CH3:21]. The catalyst is CO. The product is [CH2:20]([O:22][C:23](=[O:30])[CH2:24][CH:25]([CH:26]1[CH2:28][CH2:27]1)[NH:29][CH2:6][C:5]1[CH:8]=[CH:9][C:2]([F:1])=[CH:3][CH:4]=1)[CH3:21]. The yield is 0.530. (2) The reactants are [N:1]([C:4]1[CH:13]=[CH:12][CH:11]=[CH:10][C:5]=1[C:6]([O:8]C)=O)=[C:2]=[O:3].[Br:14][C:15]1[CH:21]=[C:20]([N+:22]([O-:24])=[O:23])[CH:19]=[CH:18][C:16]=1[NH2:17].CCN(C(C)C)C(C)C.C1CCN2C(=NCCC2)CC1. The catalyst is CN(C=O)C. The product is [Br:14][C:15]1[CH:21]=[C:20]([N+:22]([O-:24])=[O:23])[CH:19]=[CH:18][C:16]=1[N:17]1[C:6](=[O:8])[C:5]2[C:4](=[CH:13][CH:12]=[CH:11][CH:10]=2)[NH:1][C:2]1=[O:3]. The yield is 0.440. (3) The reactants are C([O:3][CH:4](OCC)/[CH:5]=[CH:6]/[C:7]1[C:12]([N+:13]([O-:15])=[O:14])=[CH:11][CH:10]=[CH:9][C:8]=1[F:16])C.[Br:20]N1C(C)(C)C(=O)N(Br)C1=O.S(=O)(=O)(O)O. No catalyst specified. The product is [Br:20][C:10]1[CH:11]=[C:12]([N+:13]([O-:15])=[O:14])[C:7](/[CH:6]=[CH:5]/[CH:4]=[O:3])=[C:8]([F:16])[CH:9]=1. The yield is 0.393.